Dataset: Reaction yield outcomes from USPTO patents with 853,638 reactions. Task: Predict the reaction yield, written as a fraction of the theoretical maximum amount of product (1.0 means a 100% yield; for example, 0.34 means a 34% yield). (1) The reactants are [C:1]([O:5][C:6]([N:8]1[CH2:13][CH:12]2[CH:10]([O:11]2)[CH2:9]1)=[O:7])([CH3:4])([CH3:3])[CH3:2].[Cl:14][C:15]1[CH:20]=[CH:19][C:18]([C:21]([N:23]2[CH2:28][CH2:27][NH:26][CH2:25][CH2:24]2)=[O:22])=[CH:17][CH:16]=1. The catalyst is CC#N. The product is [C:1]([O:5][C:6]([N:8]1[CH2:9][CH:10]([OH:11])[CH:12]([N:26]2[CH2:25][CH2:24][N:23]([C:21](=[O:22])[C:18]3[CH:17]=[CH:16][C:15]([Cl:14])=[CH:20][CH:19]=3)[CH2:28][CH2:27]2)[CH2:13]1)=[O:7])([CH3:2])([CH3:3])[CH3:4]. The yield is 0.920. (2) The reactants are C([Li])CCC.Br[C:7]1[CH:8]=[C:9]2[C:14](=[CH:15][CH:16]=1)[N:13]=[C:12]([O:17][CH3:18])[CH:11]=[C:10]2[C:19]1[CH:24]=[CH:23][CH:22]=[C:21]([Cl:25])[CH:20]=1.[CH2:26]([N:30]1[C:34]([C:35]([C:37]2[CH:42]=[CH:41][C:40]([Cl:43])=[CH:39][CH:38]=2)=[O:36])=[CH:33][N:32]=[CH:31]1)[CH2:27][CH2:28][CH3:29].O. The catalyst is CCCCCC.C1COCC1. The product is [CH2:26]([N:30]1[C:34]([C:35]([C:37]2[CH:38]=[CH:39][C:40]([Cl:43])=[CH:41][CH:42]=2)([C:7]2[CH:8]=[C:9]3[C:14](=[CH:15][CH:16]=2)[N:13]=[C:12]([O:17][CH3:18])[CH:11]=[C:10]3[C:19]2[CH:24]=[CH:23][CH:22]=[C:21]([Cl:25])[CH:20]=2)[OH:36])=[CH:33][N:32]=[CH:31]1)[CH2:27][CH2:28][CH3:29]. The yield is 0.480. (3) The reactants are [N:1]([C@@H:4]1[CH2:7][C@H:6]([N:8]2[CH:12]=[C:11]([NH:13][C:14](=[O:26])[CH2:15][C:16]3[C:25]4[C:20](=[CH:21][CH:22]=[CH:23][CH:24]=4)[CH:19]=[CH:18][CH:17]=3)[N:10]=[CH:9]2)[CH2:5]1)=[N+]=[N-].C1(P(C2C=CC=CC=2)C2C=CC=CC=2)C=CC=CC=1. The catalyst is O1CCCC1.O. The product is [NH2:1][C@@H:4]1[CH2:5][C@H:6]([N:8]2[CH:12]=[C:11]([NH:13][C:14](=[O:26])[CH2:15][C:16]3[C:25]4[C:20](=[CH:21][CH:22]=[CH:23][CH:24]=4)[CH:19]=[CH:18][CH:17]=3)[N:10]=[CH:9]2)[CH2:7]1. The yield is 0.950. (4) The product is [C:1]([O:5][C:6]([NH:8][C:9]1[CH:10]=[C:11]([CH3:34])[C:12]([O:15][C:16]2[CH:21]=[C:20]([O:22][CH2:23][CH2:24][O:25][CH3:26])[CH:19]=[CH:18][C:17]=2/[CH:27]=[CH:28]/[C:29]([OH:31])=[O:30])=[N:13][CH:14]=1)=[O:7])([CH3:4])([CH3:3])[CH3:2]. The catalyst is O1CCCC1.C(O)C. The yield is 0.990. The reactants are [C:1]([O:5][C:6]([NH:8][C:9]1[CH:10]=[C:11]([CH3:34])[C:12]([O:15][C:16]2[CH:21]=[C:20]([O:22][CH2:23][CH2:24][O:25][CH3:26])[CH:19]=[CH:18][C:17]=2/[CH:27]=[CH:28]/[C:29]([O:31]CC)=[O:30])=[N:13][CH:14]=1)=[O:7])([CH3:4])([CH3:3])[CH3:2].[OH-].[Na+]. (5) The reactants are [CH3:1][O:2][C:3]1[CH:8]=[CH:7][C:6]([OH:9])=[CH:5][CH:4]=1.Cl[C:11]1[C:20]2[C:15](=[CH:16][CH:17]=[CH:18][CH:19]=2)[N:14]=[CH:13][N:12]=1.[H-].[Na+]. The product is [CH3:1][O:2][C:3]1[CH:8]=[CH:7][C:6]([O:9][C:11]2[C:20]3[C:15](=[CH:16][CH:17]=[CH:18][CH:19]=3)[N:14]=[CH:13][N:12]=2)=[CH:5][CH:4]=1. The catalyst is CN(C=O)C. The yield is 0.890. (6) The reactants are [C:1]([O:5][C:6](=[O:43])[CH2:7][CH:8]1[CH2:13][CH:12]([CH:14]=[CH:15][C:16]2[N:17]([C:34]3[CH:39]=[CH:38][C:37]([F:40])=[CH:36][CH:35]=3)[N:18]=[C:19]([C:24](=[O:33])[NH:25][CH2:26][C:27]3[CH:32]=[CH:31][CH:30]=[CH:29][CH:28]=3)[C:20]=2[CH:21]([CH3:23])[CH3:22])[O:11]C(C)(C)[O:9]1)([CH3:4])([CH3:3])[CH3:2].Cl.CCOC(C)=O.C(OC(=O)CC(O)CC(O)C=CC1N(C2C=CC(F)=CC=2)N=C(C(=O)NCC2C=CC=CC=2)C=1C(C)C)(C)(C)C. The catalyst is CO.[Pd]. The product is [C:1]([O:5][C:6](=[O:43])[CH2:7][C@H:8]([OH:9])[CH2:13][C@H:12]([OH:11])[CH2:14][CH2:15][C:16]1[N:17]([C:34]2[CH:39]=[CH:38][C:37]([F:40])=[CH:36][CH:35]=2)[N:18]=[C:19]([C:24](=[O:33])[NH:25][CH2:26][C:27]2[CH:28]=[CH:29][CH:30]=[CH:31][CH:32]=2)[C:20]=1[CH:21]([CH3:23])[CH3:22])([CH3:3])([CH3:4])[CH3:2]. The yield is 0.590. (7) The reactants are [CH2:1]([N:8]1[C:16]2[C:11](=[CH:12][CH:13]=[CH:14][CH:15]=2)[CH:10]=[C:9]1[C:17]([OH:19])=O)[C:2]1[CH:7]=[CH:6][CH:5]=[CH:4][CH:3]=1.[NH2:20][C@H:21]([C:23]([NH:25][C@H:26]([CH:39]=[O:40])[CH2:27][C:28](=[N:34][NH:35][C:36]([NH2:38])=[O:37])[O:29][C:30]([CH3:33])([CH3:32])[CH3:31])=[O:24])[CH3:22].CCN=C=NCCCN(C)C. The catalyst is C(Cl)Cl.CN(C1C=CN=CC=1)C.C(OCC)(=O)C. The product is [CH2:1]([N:8]1[C:16]2[C:11](=[CH:12][CH:13]=[CH:14][CH:15]=2)[CH:10]=[C:9]1[C:17]([NH:20][C@H:21]([C:23]([NH:25][C@H:26]([CH:39]=[O:40])[CH2:27][C:28](=[N:34][NH:35][C:36]([NH2:38])=[O:37])[O:29][C:30]([CH3:31])([CH3:33])[CH3:32])=[O:24])[CH3:22])=[O:19])[C:2]1[CH:3]=[CH:4][CH:5]=[CH:6][CH:7]=1. The yield is 0.560. (8) The reactants are CS([O:5][CH2:6][CH2:7][CH2:8][C:9]1[O:13][N:12]=[C:11]([C:14]2[CH:19]=[CH:18][C:17]([C:20]([F:23])([F:22])[F:21])=[CH:16][CH:15]=2)[CH:10]=1)(=O)=O.[I-].[Na+].O[C:27]1[CH:32]=[CH:31][C:30]([CH2:33][CH2:34][C:35]([O:37]CC)=[O:36])=[CH:29][CH:28]=1.C(=O)([O-])[O-].[K+].[K+].Cl. The catalyst is CN(C)C=O. The product is [F:21][C:20]([F:23])([F:22])[C:17]1[CH:18]=[CH:19][C:14]([C:11]2[CH:10]=[C:9]([CH2:8][CH2:7][CH2:6][O:5][C:27]3[CH:32]=[CH:31][C:30]([CH2:33][CH2:34][C:35]([OH:37])=[O:36])=[CH:29][CH:28]=3)[O:13][N:12]=2)=[CH:15][CH:16]=1. The yield is 0.420.